Predict which catalyst facilitates the given reaction. From a dataset of Catalyst prediction with 721,799 reactions and 888 catalyst types from USPTO. Reactant: [O:1]([C:8]1[CH:9]=[C:10]2[C:15](=[CH:16][CH:17]=1)[CH2:14][CH:13]([CH:18]=[O:19])[CH2:12][CH2:11]2)[C:2]1[CH:7]=[CH:6][CH:5]=[CH:4][CH:3]=1.[C-:20]#[N:21].[K+]. Product: [OH:19][CH:18]([CH:13]1[CH2:12][CH2:11][C:10]2[C:15](=[CH:16][CH:17]=[C:8]([O:1][C:2]3[CH:3]=[CH:4][CH:5]=[CH:6][CH:7]=3)[CH:9]=2)[CH2:14]1)[C:20]#[N:21]. The catalyst class is: 249.